Dataset: Catalyst prediction with 721,799 reactions and 888 catalyst types from USPTO. Task: Predict which catalyst facilitates the given reaction. Reactant: Cl[C:2]1[C:7]([Cl:8])=[CH:6][C:5]([N+:9]([O-:11])=[O:10])=[CH:4][N:3]=1.[C:12]([O:16][C:17]([N:19]1[CH2:24][CH2:23][NH:22][CH2:21][CH2:20]1)=[O:18])([CH3:15])([CH3:14])[CH3:13].C(=O)([O-])[O-].[K+].[K+].C(OCC)(=O)C. Product: [C:12]([O:16][C:17]([N:19]1[CH2:24][CH2:23][N:22]([C:2]2[C:7]([Cl:8])=[CH:6][C:5]([N+:9]([O-:11])=[O:10])=[CH:4][N:3]=2)[CH2:21][CH2:20]1)=[O:18])([CH3:15])([CH3:13])[CH3:14]. The catalyst class is: 18.